From a dataset of Peptide-MHC class I binding affinity with 185,985 pairs from IEDB/IMGT. Regression. Given a peptide amino acid sequence and an MHC pseudo amino acid sequence, predict their binding affinity value. This is MHC class I binding data. (1) The peptide sequence is GYRSKACDM. The MHC is HLA-B27:05 with pseudo-sequence HLA-B27:05. The binding affinity (normalized) is 0.0847. (2) The peptide sequence is YENAFLPFTL. The MHC is HLA-B40:02 with pseudo-sequence HLA-B40:02. The binding affinity (normalized) is 0.868. (3) The peptide sequence is NSDPNTPDK. The MHC is HLA-B35:01 with pseudo-sequence HLA-B35:01. The binding affinity (normalized) is 0.0847.